This data is from Peptide-MHC class I binding affinity with 185,985 pairs from IEDB/IMGT. The task is: Regression. Given a peptide amino acid sequence and an MHC pseudo amino acid sequence, predict their binding affinity value. This is MHC class I binding data. (1) The peptide sequence is KTKDYVNGL. The MHC is HLA-B40:02 with pseudo-sequence HLA-B40:02. The binding affinity (normalized) is 0. (2) The peptide sequence is KRSQDSPLK. The MHC is HLA-B40:01 with pseudo-sequence HLA-B40:01. The binding affinity (normalized) is 0.0847. (3) The peptide sequence is KQVQSVRYL. The MHC is H-2-Kb with pseudo-sequence H-2-Kb. The binding affinity (normalized) is 0.0488. (4) The peptide sequence is KSRQGDTKV. The MHC is HLA-B15:01 with pseudo-sequence HLA-B15:01. The binding affinity (normalized) is 0.0847. (5) The peptide sequence is AAGVGIYLL. The MHC is Patr-B0101 with pseudo-sequence Patr-B0101. The binding affinity (normalized) is 0. (6) The peptide sequence is MVEYLENQL. The MHC is HLA-A02:06 with pseudo-sequence HLA-A02:06. The binding affinity (normalized) is 0.234. (7) The peptide sequence is VLLDSITRL. The MHC is HLA-A69:01 with pseudo-sequence HLA-A69:01. The binding affinity (normalized) is 0.226. (8) The peptide sequence is YAGPFGMSRI. The MHC is H-2-Db with pseudo-sequence H-2-Db. The binding affinity (normalized) is 0.504. (9) The peptide sequence is AEILSGRVI. The MHC is HLA-A69:01 with pseudo-sequence HLA-A69:01. The binding affinity (normalized) is 0.0847. (10) The binding affinity (normalized) is 0. The peptide sequence is NAAISDYDYY. The MHC is HLA-A24:02 with pseudo-sequence HLA-A24:02.